This data is from Catalyst prediction with 721,799 reactions and 888 catalyst types from USPTO. The task is: Predict which catalyst facilitates the given reaction. Reactant: [Br:1][C:2]1[CH:9]=[CH:8][C:5]([CH:6]=O)=[C:4]([F:10])[CH:3]=1.S(=O)(O)[O-].[Na+].[C:16]1([NH2:23])[CH:21]=[CH:20][CH:19]=[CH:18][C:17]=1[NH2:22]. Product: [Br:1][C:2]1[CH:9]=[CH:8][C:5]([C:6]2[NH:23][C:16]3[CH:21]=[CH:20][CH:19]=[CH:18][C:17]=3[N:22]=2)=[C:4]([F:10])[CH:3]=1. The catalyst class is: 40.